From a dataset of Human Reference Interactome with 51,813 positive PPI pairs across 8,248 proteins, plus equal number of experimentally-validated negative pairs. Binary Classification. Given two protein amino acid sequences, predict whether they physically interact or not. (1) Protein 1 (ENSG00000095002) has sequence MAVQPKETLQLESAAEVGFVRFFQGMPEKPTTTVRLFDRGDFYTAHGEDALLAAREVFKTQGVIKYMGPAGAKNLQSVVLSKMNFESFVKDLLLVRQYRVEVYKNRAGNKASKENDWYLAYKASPGNLSQFEDILFGNNDMSASIGVVGVKMSAVDGQRQVGVGYVDSIQRKLGLCEFPDNDQFSNLEALLIQIGPKECVLPGGETAGDMGKLRQIIQRGGILITERKKADFSTKDIYQDLNRLLKGKKGEQMNSAVLPEMENQVAVSSLSAVIKFLELLSDDSNFGQFELTTFDFSQYM.... Protein 2 (ENSG00000143222) has sequence MADEATRRVVSEIPVLKTNAGPRDRELWVQRLKEEYQSLIRYVENNKNADNDWFRLESNKEGTRWFGKCWYIHDLLKYEFDIEFDIPITYPTTAPEIAVPELDGKTAKMYRGGKICLTDHFKPLWARNVPKFGLAHLMALGLGPWLAVEIPDLIQKGVIQHKEKCNQ*. Result: 0 (the proteins do not interact). (2) Protein 1 (ENSG00000188820) has sequence MEKFRAVLDLHVKHHSALGYGLVTLLTAGGERIFSAVAFQCPCSAAWNLPYGLVFLLVPALALFLLGYVLSARTWRLLTGCCSSARASCGSALRGSLVCTQISAAAALAPLTWVAVALLGGAFYECAATGSAAFAQRLCLGRNRSCAAELPLVPCNQAKASDVQDLLKDLKAQSQVLGWILIAVVIIILLIFTSVTRCLSPVSFLQLKFWKIYLEQEQQILKSKATEHATELAKENIKCFFEGSHPKEYNTPSMKEWQQISSLYTFNPKGQYYSMLHKYVNRKEKTHSIRSTEGDTVIPV.... Protein 2 (ENSG00000154133) has sequence MGSGGDSLLGGRGSLPLLLLLIMGGMAQDSPPQILVHPQDQLFQGPGPARMSCQASGQPPPTIRWLLNGQPLSMVPPDPHHLLPDGTLLLLQPPARGHAHDGQALSTDLGVYTCEASNRLGTAVSRGARLSVAVLREDFQIQPRDMVAVVGEQFTLECGPPWGHPEPTVSWWKDGKPLALQPGRHTVSGGSLLMARAEKSDEGTYMCVATNSAGHRESRAARVSIQEPQDYTEPVELLAVRIQLENVTLLNPDPAEGPKPRPAVWLSWKVSGPAAPAQSYTALFRTQTAPGGQGAPWAEE.... Result: 0 (the proteins do not interact). (3) Protein 1 (ENSG00000105198) has sequence MSSLPVPYKLPVSLSVGSCVIIKGTPIHSFINDPQLQVDFYTDMDEDSDIAFRFRVHFGNHVVMNRREFGIWMLEETTDYVPFEDGKQFELCIYVHYNEYEIKVNGIRIYGFVHRIPPSFVKMVQVSRDISLTSVCVCN*MSSLPLQVDFYTDMDEDSDIAFRFRVHFGNHVVMNRREFGIWMLEETTDYVPFEDGKQFELCIYVHYNEYEIKVNGIRIYGFVMSSLPVPYKLPVSLSVGSCVIIKGTPIHSFINDPQLQVDFYTDMDEDSDIAFRFRVHFGNHVVMNRREFGIWMLEET.... Protein 2 (ENSG00000172428) has sequence MWRAPEAALRPEVSLERRGPEMKPAVDEMFPEGAGPYVDLDEVARARRESPSAGGSTGLLMDLAANEKAVHADFFNDFEDLFDDDDIHSSGLPRTSQQSSMVPALQRGQSEHGVRGKAAERPVVSEERCELNGREVAALDRAFGSTGHGQGAEALMFTRCREHPLCGTNKATSEGKMGTGRLRNSLRKNQSKWLGSYLEVLRTTRSRREVSEDSTISVSTHWRGKCFKSDETPSVAGGEEGKKTTQPCIDVR*MWRAPEAALRPEVSLERRGPEMKPAVDEMFPEGAGPYVDLDEAGGST.... Result: 0 (the proteins do not interact). (4) Protein 1 (ENSG00000231861) has sequence MVEENHTMKNEFILTGFTDHPELKTLLFVVFFAIYLITVVGNISLVALIFTHCRLHTPMYIFLGNLALVDSCCACAITPKMLENFFSEGKRISLYECAVQFYFLCTVETADCFLLAAVAYDRYVAICNPLQYHIMMSKKLCIQMTTGAFIAGNLHSMIHVGLVFRLVFCGLNHINHFYCDTLPLYRLSCVDPFINELVLFIFSGSVQVFTIGSVLISYLYILLTIFRMKSKEGRAKAFSTCASHFSSVSLFYGSIFFLYIRPNLLEEGGNDIPAAILFTIVVPLLNPFIYSLRNKEVISV.... Protein 2 (ENSG00000172115) has sequence MGDVEKGKKIFIMKCSQCHTVEKGGKHKTGPNLHGLFGRKTGQAPGYSYTAANKNKGIIWGEDTLMEYLENPKKYIPGTKMIFVGIKKKEERADLIAYLKKATNE*MGDVEKGKKIFIMKCSQCHTVEKGGKHKTGPNLHGLFGRKTGQAPGYSYTAANKNKGIIWGEDTLMEYLENPKKYIPGTKMIFVGIKKKEERADLIAYLKK. Result: 0 (the proteins do not interact). (5) Protein 1 (ENSG00000100528) has sequence MAFTFAAFCYMLALLLTAALIFFAIWHIIAFDELKTDYKNPIDQCNTLNPLVLPEYLIHAFFCVMFLCAAEWLTLGLNMPLLAYHIWRYMSRPVMSGPGLYDPTTIMNADILAYCQKEGWCKLAFYLLAFFYYLYGMIYVLVSS*MAFTFAAFCYMLALLLTAALIFFAIWHIIAFDELKTDYKNPIDQCNTLNPLVLPEYLIHAFFCVMFLCAAEWLTLGLNMPLLAYHIWSMIYVLVSS*MAFTFAAFCYMLALLLTAALIFFAIWHIIAFDELKTDYKNPIDQCNTLNPLVLPEYLI.... Protein 2 (ENSG00000147246) has sequence MVNLRNAVHSFLVHLIGLLVWQSDISVSPVAAIVTDIFNTSDGGRFKFPDGVQNWPALSIVIIIIMTIGGNILVIMAVSMEKKLHNATNYFLMSLAIADMLVGLLVMPLSLLAILYDYVWPLPRYLCPVWISLDVLFSTASIMHLCAISLDRYVAIRNPIEHSRFNSRTKAIMKIAIVWAISIGVSVPIPVIGLRDEEKVFVNNTTCVLNDPNFVLIGSFVAFFIPLTIMVITYCLTIYVLRRQALMLLHGHTEEPPGLSLDFLKCCKRNTAEEENSANPNQDQNARRRKKKERRPRGTM.... Result: 1 (the proteins interact). (6) Protein 1 (ENSG00000158856) has sequence MERLQKQPLTSPGSVSPSRDSSVPGSPSSIVAKMDNQVLGYKDLAAIPKDKAILDIERPDLMIYEPHFTYSLLEHVELPRSRERSLSPKSTSPPPSPEVWADSRSPGIISQASAPRTTGTPRTSLPHFHHPETSRPDSNIYKKPPIYKQRESVGGSPQTKHLIEDLIIESSKFPAAQPPDPNQPAKIETDYWPCPPSLAVVETEWRKRKASRRGAEEEEEEEDDDSGEEMKALRERQREELSKVTSNLGKMILKEEMEKSLPIRRKTRSLPDRTPFHTSLHQGTSKSSSLPAYGRTTLSR.... Protein 2 (ENSG00000129657) has sequence MVQKYQSPVRVYKYPFELIMAAYERRFPTCPLIPMFVGSDTVNEFKSEDGAIHVIERRCKLDVDAPRLLKKIAGVDYVYFVQKNSLNSRERTLHIEAYNETFSNRVIINEHCCYTVHPENEDWTCFEQSASLDIKSFFGFESTVEKIAMKQYTSNIKKGKEIIEYYLRQLEEEGITFVPRWSPPSITTSSETSSSSSKKQAASMAVVIPEAALKEGLSGDALSSPSAPEPVVGTPDDKLDADYIKRYLGDLTPLQESCLIRLRQWLQETHKGKIPKDEHILRFLRARDFNIDKAREIMCQ.... Result: 0 (the proteins do not interact).